Task: Predict the reactants needed to synthesize the given product.. Dataset: Full USPTO retrosynthesis dataset with 1.9M reactions from patents (1976-2016) (1) Given the product [C:1]([O:5][C:6]([N:8]1[C:16]2[C:11](=[CH:12][CH:13]=[CH:14][C:15]=2[Cl:17])[CH:10]=[C:9]1[B:18]([OH:23])[OH:19])=[O:7])([CH3:4])([CH3:2])[CH3:3], predict the reactants needed to synthesize it. The reactants are: [C:1]([O:5][C:6]([N:8]1[C:16]2[C:11](=[CH:12][CH:13]=[CH:14][C:15]=2[Cl:17])[CH:10]=[CH:9]1)=[O:7])([CH3:4])([CH3:3])[CH3:2].[B:18](OC(C)C)([O:23]C(C)C)[O:19]C(C)C.C(NC(C)C)(C)C.[Li].Cl. (2) Given the product [CH3:7][O:5][CH:1]([O:2][CH3:3])[C:49]1[CH:50]=[CH:51][C:52]([C:55]2[CH:56]=[CH:57][C:58]([C:61]([O:63][CH3:64])=[O:62])=[CH:59][CH:60]=2)=[CH:53][CH:54]=1, predict the reactants needed to synthesize it. The reactants are: [CH:1]([O-:5])([O-])[O:2][CH3:3].F[C:7](F)(C(F)F)COC1C=CC(C(NCCOC2C=CC(CC(OC3C=CC(C(C)C)=CC=3)C(O)=O)=CC=2)=O)=CN=1.C([C:49]1[CH:54]=[CH:53][C:52]([C:55]2[CH:60]=[CH:59][C:58]([C:61]([O:63][CH3:64])=[O:62])=[CH:57][CH:56]=2)=[CH:51][CH:50]=1)=O.